Dataset: Cav3 T-type calcium channel HTS with 100,875 compounds. Task: Binary Classification. Given a drug SMILES string, predict its activity (active/inactive) in a high-throughput screening assay against a specified biological target. (1) The compound is S(c1[nH]c2c(n1)cccc2)CC(=O)Nc1cc(F)c(F)cc1. The result is 1 (active). (2) The compound is O(c1c2c(nc(c1)c1cc(OC)ccc1)ccc(NC(=O)c1ccc(OC)cc1)c2)Cc1ccc(OC)cc1. The result is 0 (inactive). (3) The drug is O1CCN(CC1)c1nc2c(cc1/C=C1/N=C(OC1=O)c1ccccc1)ccc(c2)C. The result is 1 (active). (4) The compound is n1(nncc1c1ccccc1)c1ccc(N)cc1. The result is 0 (inactive). (5) The molecule is Clc1ccc(c2sc(c(n2)C)/C(=N\OC(=O)NC(C)C)C)cc1. The result is 0 (inactive).